This data is from Catalyst prediction with 721,799 reactions and 888 catalyst types from USPTO. The task is: Predict which catalyst facilitates the given reaction. Reactant: [NH2:1][CH2:2][CH2:3][NH:4][C:5](=[O:11])[O:6][C:7]([CH3:10])([CH3:9])[CH3:8].Cl[C:13]1[N:18]=[C:17]([O:19][CH3:20])[C:16]([N+:21]([O-:23])=[O:22])=[C:15]([O:24][CH3:25])[N:14]=1.C(N(CC)CC)C. Product: [CH3:20][O:19][C:17]1[C:16]([N+:21]([O-:23])=[O:22])=[C:15]([O:24][CH3:25])[N:14]=[C:13]([NH:1][CH2:2][CH2:3][NH:4][C:5](=[O:11])[O:6][C:7]([CH3:8])([CH3:10])[CH3:9])[N:18]=1. The catalyst class is: 8.